From a dataset of Forward reaction prediction with 1.9M reactions from USPTO patents (1976-2016). Predict the product of the given reaction. (1) Given the reactants CC([N:5]([CH2:9][C:10]([C:12]1[CH:17]=[CH:16][C:15]([C:18]2[CH:23]=[CH:22][C:21]([C:24]3[N:25]=[C:26]([C@@H:29]4[CH2:33][CH2:32][CH2:31][N:30]4[C:34](=[O:44])[C@@H:35]([NH:39][C:40]([O:42][CH3:43])=[O:41])[CH:36]([CH3:38])[CH3:37])[NH:27][CH:28]=3)=[CH:20][CH:19]=2)=[CH:14][CH:13]=1)=[O:11])C(=O)[O-])(C)C.Cl, predict the reaction product. The product is: [NH2:5][CH2:9][C:10]([C:12]1[CH:17]=[CH:16][C:15]([C:18]2[CH:19]=[CH:20][C:21]([C:24]3[N:25]=[C:26]([C@@H:29]4[CH2:33][CH2:32][CH2:31][N:30]4[C:34]([C@@H:35]([NH:39][C:40](=[O:41])[O:42][CH3:43])[CH:36]([CH3:38])[CH3:37])=[O:44])[NH:27][CH:28]=3)=[CH:22][CH:23]=2)=[CH:14][CH:13]=1)=[O:11]. (2) The product is: [Br:15][C:11]1[S:12][C:6]2[NH:5][C:4](=[O:14])[N:3]([CH2:1][CH3:2])[C:8](=[O:9])[C:7]=2[C:10]=1[CH3:13]. Given the reactants [CH2:1]([N:3]1[C:8](=[O:9])[C:7]2[C:10]([CH3:13])=[CH:11][S:12][C:6]=2[NH:5][C:4]1=[O:14])[CH3:2].[Br:15]N1C(=O)CCC1=O.CO, predict the reaction product. (3) Given the reactants [Cl:1][C:2]1[CH:11]=[CH:10][C:9]2[C:4](=[CH:5][CH:6]=[C:7](N)[CH:8]=2)[N:3]=1.C(O)(=O)C.[ClH:17].N([O-])=O.[Na+].[S:22](=[O:24])=[O:23], predict the reaction product. The product is: [Cl:1][C:2]1[CH:11]=[CH:10][C:9]2[C:4](=[CH:5][CH:6]=[C:7]([S:22]([Cl:17])(=[O:24])=[O:23])[CH:8]=2)[N:3]=1. (4) Given the reactants Cl[C:2]1[CH:11]=[CH:10][C:5]([C:6]([O:8][CH3:9])=[O:7])=[CH:4][N:3]=1.[C:12]([S:31][CH2:32][CH2:33][NH2:34])([C:25]1[CH:30]=[CH:29][CH:28]=[CH:27][CH:26]=1)([C:19]1[CH:24]=[CH:23][CH:22]=[CH:21][CH:20]=1)[C:13]1[CH:18]=[CH:17][CH:16]=[CH:15][CH:14]=1.C(=O)([O-])[O-].[Cs+].[Cs+].ClCCl, predict the reaction product. The product is: [CH3:9][O:8][C:6](=[O:7])[C:5]1[CH:10]=[CH:11][C:2]([NH:34][CH2:33][CH2:32][S:31][C:12]([C:19]2[CH:24]=[CH:23][CH:22]=[CH:21][CH:20]=2)([C:13]2[CH:14]=[CH:15][CH:16]=[CH:17][CH:18]=2)[C:25]2[CH:30]=[CH:29][CH:28]=[CH:27][CH:26]=2)=[N:3][CH:4]=1. (5) The product is: [C:7]([O:6][C:4]([CH2:3][CH2:2][C:12](=[O:17])[C:13]([O:15][CH3:16])=[O:14])=[O:5])([CH3:10])([CH3:9])[CH3:8]. Given the reactants Br[CH2:2][CH2:3][C:4]([O:6][C:7]([CH3:10])([CH3:9])[CH3:8])=[O:5].Cl[C:12](=[O:17])[C:13]([O:15][CH3:16])=[O:14].C(OC(CCCCCC(=O)C(OC)=O)=O)(C)(C)C, predict the reaction product.